Task: Predict the reaction yield, written as a fraction of the theoretical maximum amount of product (1.0 means a 100% yield; for example, 0.34 means a 34% yield).. Dataset: Reaction yield outcomes from USPTO patents with 853,638 reactions (1) The reactants are [F:1][C:2]([F:45])([F:44])[C:3]1[CH:4]=[C:5]([C:13]([CH3:43])([CH3:42])[C:14]([N:16]([CH3:41])[C:17]2[C:18]([C:33]3[CH:38]=[CH:37][C:36]([F:39])=[CH:35][C:34]=3[CH3:40])=[CH:19][C:20]([N:23]3[CH2:28][CH2:27][CH:26](OC(=S)C)[CH2:25][CH2:24]3)=[N:21][CH:22]=2)=[O:15])[CH:6]=[C:7]([C:9]([F:12])([F:11])[F:10])[CH:8]=1.OO.[S:48]([O-:51])([OH:50])=[O:49].[Na+]. The catalyst is C(O)(=O)C. The product is [F:11][C:9]([F:10])([F:12])[C:7]1[CH:6]=[C:5]([C:13]([CH3:42])([CH3:43])[C:14]([N:16]([CH3:41])[C:17]2[C:18]([C:33]3[CH:38]=[CH:37][C:36]([F:39])=[CH:35][C:34]=3[CH3:40])=[CH:19][C:20]([N:23]3[CH2:24][CH2:25][CH:26]([S:48]([OH:51])(=[O:50])=[O:49])[CH2:27][CH2:28]3)=[N:21][CH:22]=2)=[O:15])[CH:4]=[C:3]([C:2]([F:45])([F:1])[F:44])[CH:8]=1. The yield is 0.830. (2) The reactants are [C:1]([C:5]1[CH:9]=[C:8]([NH:10][C:11]([NH:13][C@@H:14]2[C:23]3[C:18](=[CH:19][CH:20]=[CH:21][CH:22]=3)[C@H:17]([O:24][C:25]3[CH:26]=[CH:27][C:28]4[N:29]([C:31]([N:34]5[CH2:39][CH2:38][CH2:37][CH2:36][CH2:35]5)=[N:32][N:33]=4)[CH:30]=3)[CH2:16][CH2:15]2)=[O:12])[N:7]([C:40]2[N:41]=[CH:42][N:43]([CH2:45][CH2:46]OS(C)(=O)=O)[CH:44]=2)[N:6]=1)([CH3:4])([CH3:3])[CH3:2].[CH3:52][NH:53][CH3:54]. The catalyst is C1COCC1. The product is [C:1]([C:5]1[CH:9]=[C:8]([NH:10][C:11]([NH:13][C@@H:14]2[C:23]3[C:18](=[CH:19][CH:20]=[CH:21][CH:22]=3)[C@H:17]([O:24][C:25]3[CH:26]=[CH:27][C:28]4[N:29]([C:31]([N:34]5[CH2:39][CH2:38][CH2:37][CH2:36][CH2:35]5)=[N:32][N:33]=4)[CH:30]=3)[CH2:16][CH2:15]2)=[O:12])[N:7]([C:40]2[N:41]=[CH:42][N:43]([CH2:45][CH2:46][N:53]([CH3:54])[CH3:52])[CH:44]=2)[N:6]=1)([CH3:4])([CH3:3])[CH3:2]. The yield is 0.180. (3) The reactants are Br[C:2]1[CH:7]=[CH:6][C:5]([C:8](=[O:20])[CH2:9][C:10]2([C:16]([O:18][CH3:19])=[O:17])[CH2:15][CH2:14][O:13][CH2:12][CH2:11]2)=[CH:4][CH:3]=1.[N+:21]([C:24]1[CH:29]=[CH:28][C:27](B(O)O)=[CH:26][CH:25]=1)([O-:23])=[O:22].C(=O)([O-])[O-].[Na+].[Na+].ClCCl. The catalyst is C1C=CC(P(C2C=CC=CC=2)[C-]2C=CC=C2)=CC=1.C1C=CC(P(C2C=CC=CC=2)[C-]2C=CC=C2)=CC=1.Cl[Pd]Cl.[Fe+2].O.O1CCOCC1.C1(C)C=CC=CC=1. The product is [N+:21]([C:24]1[CH:29]=[CH:28][C:27]([C:2]2[CH:7]=[CH:6][C:5]([C:8](=[O:20])[CH2:9][C:10]3([C:16]([O:18][CH3:19])=[O:17])[CH2:15][CH2:14][O:13][CH2:12][CH2:11]3)=[CH:4][CH:3]=2)=[CH:26][CH:25]=1)([O-:23])=[O:22]. The yield is 0.790. (4) The reactants are Cl[C:2]1[N:10]=[CH:9][CH:8]=[CH:7][C:3]=1[C:4](Cl)=[O:5].[CH2:11]([NH:13][CH2:14][CH3:15])[CH3:12].C(N(CC)CC)C.C(Cl)[Cl:24]. No catalyst specified. The product is [Cl:24][C:9]1[CH:8]=[CH:7][C:3]([C:4]([N:13]([CH2:14][CH3:15])[CH2:11][CH3:12])=[O:5])=[CH:2][N:10]=1. The yield is 0.950. (5) The product is [C:22]1(=[O:21])[N:1]([CH:2]([C:7]2[CH:12]=[CH:11][CH:10]=[CH:9][CH:8]=2)[CH2:3][C:4]([OH:6])=[O:5])[C:19](=[O:20])[C@H:14]2[CH2:15][CH2:16][CH2:17][CH2:18][C@@H:13]12. The yield is 0.580. The catalyst is C(O)(=O)C. The reactants are [NH2:1][CH:2]([C:7]1[CH:12]=[CH:11][CH:10]=[CH:9][CH:8]=1)[CH2:3][C:4]([OH:6])=[O:5].[C@@H:13]12[C:22](=O)[O:21][C:19](=[O:20])[C@@H:14]1[CH2:15][CH2:16][CH2:17][CH2:18]2. (6) The reactants are [NH2:1][C@@H:2]([CH2:33][C:34]1[CH:39]=[CH:38][CH:37]=[CH:36][CH:35]=1)[C@@H:3]([OH:32])[CH2:4][C@H:5]([NH:19][C:20]([C@@H:22]([NH:27][C:28](=[O:31])[O:29][CH3:30])[C:23]([CH3:26])([CH3:25])[CH3:24])=[O:21])[CH2:6][C:7]1[CH:12]=[CH:11][C:10]([C:13]2[CH:18]=[CH:17][CH:16]=[CH:15][N:14]=2)=[CH:9][CH:8]=1.[CH3:40][C:41]1[CH:51]=[CH:50][CH:49]=[C:48]([CH3:52])[C:42]=1[O:43][CH2:44][C:45](O)=[O:46].CCOP(ON1N=NC2C=CC=CC=2C1=O)(OCC)=O.C(N(CC)C(C)C)(C)C. The catalyst is C1COCC1. The product is [CH3:40][C:41]1[CH:51]=[CH:50][CH:49]=[C:48]([CH3:52])[C:42]=1[O:43][CH2:44][C:45]([NH:1][C@@H:2]([CH2:33][C:34]1[CH:35]=[CH:36][CH:37]=[CH:38][CH:39]=1)[C@@H:3]([OH:32])[CH2:4][C@H:5]([NH:19][C:20]([C@@H:22]([NH:27][C:28](=[O:31])[O:29][CH3:30])[C:23]([CH3:26])([CH3:25])[CH3:24])=[O:21])[CH2:6][C:7]1[CH:12]=[CH:11][C:10]([C:13]2[CH:18]=[CH:17][CH:16]=[CH:15][N:14]=2)=[CH:9][CH:8]=1)=[O:46]. The yield is 0.730. (7) The reactants are [Br:1][C:2]1[CH:3]=[C:4]([NH2:11])[C:5]([O:8][CH2:9][CH3:10])=[N:6][CH:7]=1.[OH:12][C:13]1[CH:18]=[CH:17][C:16]([S:19](Cl)(=[O:21])=[O:20])=[CH:15][C:14]=1[CH3:23]. No catalyst specified. The product is [Br:1][C:2]1[CH:3]=[C:4]([NH:11][S:19]([C:16]2[CH:17]=[CH:18][C:13]([OH:12])=[C:14]([CH3:23])[CH:15]=2)(=[O:21])=[O:20])[C:5]([O:8][CH2:9][CH3:10])=[N:6][CH:7]=1. The yield is 1.00.